Dataset: Forward reaction prediction with 1.9M reactions from USPTO patents (1976-2016). Task: Predict the product of the given reaction. (1) Given the reactants [Br:1][C:2]1[C:3](Cl)=[N:4][C:5]([Cl:8])=[N:6][CH:7]=1.CCN(C(C)C)C(C)C.[C:19]([O:23][C:24]([NH:26][CH2:27][CH2:28][NH2:29])=[O:25])([CH3:22])([CH3:21])[CH3:20], predict the reaction product. The product is: [Br:1][C:2]1[C:3]([NH:29][CH2:28][CH2:27][NH:26][C:24](=[O:25])[O:23][C:19]([CH3:21])([CH3:20])[CH3:22])=[N:4][C:5]([Cl:8])=[N:6][CH:7]=1. (2) Given the reactants [C:1]([O:5][C:6](=[O:11])[NH:7][CH2:8][CH2:9][OH:10])([CH3:4])([CH3:3])[CH3:2].[H-].[Na+].[CH2:14](Br)[C:15]1[CH:20]=[CH:19][CH:18]=[CH:17][CH:16]=1, predict the reaction product. The product is: [C:1]([O:5][C:6](=[O:11])[NH:7][CH2:8][CH2:9][O:10][CH2:14][C:15]1[CH:20]=[CH:19][CH:18]=[CH:17][CH:16]=1)([CH3:4])([CH3:2])[CH3:3]. (3) Given the reactants C([N:8]1[C:16]2[CH:15]=[CH:14][N:13]=[C:12]([O:17][CH3:18])[C:11]=2[CH:10]=[C:9]1[CH3:19])C1C=CC=CC=1.CC([O-])(C)C.[K+].O=O, predict the reaction product. The product is: [CH3:18][O:17][C:12]1[C:11]2[CH:10]=[C:9]([CH3:19])[NH:8][C:16]=2[CH:15]=[CH:14][N:13]=1.